Dataset: Full USPTO retrosynthesis dataset with 1.9M reactions from patents (1976-2016). Task: Predict the reactants needed to synthesize the given product. Given the product [Br:1][C:2]1[CH:10]=[CH:9][C:5]([C:6]([N:28]2[CH2:29][CH2:30][N:25]([C:22]3[C:21]([CH3:31])=[CH:20][C:19]([CH:16]4[CH2:17][CH2:18]4)=[CH:24][N:23]=3)[CH2:26][CH2:27]2)=[O:8])=[C:4]([NH:11][S:12]([CH3:15])(=[O:14])=[O:13])[CH:3]=1, predict the reactants needed to synthesize it. The reactants are: [Br:1][C:2]1[CH:10]=[CH:9][C:5]([C:6]([OH:8])=O)=[C:4]([NH:11][S:12]([CH3:15])(=[O:14])=[O:13])[CH:3]=1.[CH:16]1([C:19]2[CH:20]=[C:21]([CH3:31])[C:22]([N:25]3[CH2:30][CH2:29][NH:28][CH2:27][CH2:26]3)=[N:23][CH:24]=2)[CH2:18][CH2:17]1.